From a dataset of Forward reaction prediction with 1.9M reactions from USPTO patents (1976-2016). Predict the product of the given reaction. (1) Given the reactants Cl[C:2]1[CH:3]=[CH:4][N:5]=[C:6]2[C:11]=1[N:10]=[C:9]([C:12]1[CH:13]=[C:14]([S:18]([NH:21][C:22]3[CH:27]=[CH:26][C:25]([F:28])=[CH:24][C:23]=3[F:29])(=[O:20])=[O:19])[CH:15]=[N:16][CH:17]=1)[CH:8]=[CH:7]2.CC1(C)C2C=CC=C(P(C3C=CC=CC=3)C3C=CC=CC=3)C=2OC2C1=CC=CC=2P(C1C=CC=CC=1)C1C=CC=CC=1.P([O-])([O-])([O-])=O.[K+].[K+].[K+].[CH3:80][N:81]1[CH2:86][CH2:85][NH:84][CH2:83][CH2:82]1, predict the reaction product. The product is: [F:29][C:23]1[CH:24]=[C:25]([F:28])[CH:26]=[CH:27][C:22]=1[NH:21][S:18]([C:14]1[CH:15]=[N:16][CH:17]=[C:12]([C:9]2[CH:8]=[CH:7][C:6]3[C:11](=[C:2]([N:84]4[CH2:85][CH2:86][N:81]([CH3:80])[CH2:82][CH2:83]4)[CH:3]=[CH:4][N:5]=3)[N:10]=2)[CH:13]=1)(=[O:20])=[O:19]. (2) Given the reactants COC1C=CC2[CH2:7][C:8](=[O:11])[O:9][CH2:10]C=2C=1.CO.S(Br)([Br:18])=O.[C:20](=[O:23])(O)[O-].[Na+].[C:25]1([CH3:31])[CH:30]=[CH:29][CH:28]=[CH:27][CH:26]=1, predict the reaction product. The product is: [Br:18][CH2:31][C:25]1[CH:30]=[CH:29][C:28]([O:23][CH3:20])=[CH:27][C:26]=1[CH2:7][C:8]([O:9][CH3:10])=[O:11]. (3) Given the reactants [F:1][C:2]1[CH:10]=[CH:9][C:5]([C:6](O)=[O:7])=[CH:4][C:3]=1[CH3:11].S(Cl)([Cl:14])=O, predict the reaction product. The product is: [F:1][C:2]1[CH:10]=[CH:9][C:5]([C:6]([Cl:14])=[O:7])=[CH:4][C:3]=1[CH3:11].